From a dataset of Reaction yield outcomes from USPTO patents with 853,638 reactions. Predict the reaction yield, written as a fraction of the theoretical maximum amount of product (1.0 means a 100% yield; for example, 0.34 means a 34% yield). (1) The reactants are [Na].Cl[C:3]1[C:8]([C:9]#[N:10])=[C:7]([CH3:11])[CH:6]=[C:5]([CH3:12])[N:4]=1.[CH3:13][OH:14]. No catalyst specified. The product is [CH3:13][O:14][C:3]1[C:8]([C:9]#[N:10])=[C:7]([CH3:11])[CH:6]=[C:5]([CH3:12])[N:4]=1. The yield is 1.00. (2) The reactants are [N+:1]([C:4]1[CH:5]=[C:6]2[NH:12]C(=O)[O:10][C:8](=O)[C:7]2=[CH:14][CH:15]=1)([O-:3])=[O:2].[CH3:16][O:17][C:18]1[CH:24]=[CH:23][C:21]([NH2:22])=[CH:20][CH:19]=1. No catalyst specified. The product is [NH2:12][C:6]1[CH:5]=[C:4]([N+:1]([O-:3])=[O:2])[CH:15]=[CH:14][C:7]=1[C:8]([NH:22][C:21]1[CH:23]=[CH:24][C:18]([O:17][CH3:16])=[CH:19][CH:20]=1)=[O:10]. The yield is 0.950. (3) The reactants are C(OC([NH:8][CH2:9][C:10]1[C:11]([CH2:36][CH:37]([CH3:39])[CH3:38])=[N:12][C:13]([CH3:35])=[C:14]([C:27]=1[C:28]1[CH:33]=[CH:32][C:31]([CH3:34])=[CH:30][CH:29]=1)[C:15]([O:17][CH2:18][C:19]1[CH:24]=[CH:23][C:22]([C:25]#[N:26])=[CH:21][CH:20]=1)=[O:16])=O)(C)(C)C.C(=O)([O-])O.[Na+]. The catalyst is FC(F)(F)C(O)=O. The product is [NH2:8][CH2:9][C:10]1[C:11]([CH2:36][CH:37]([CH3:39])[CH3:38])=[N:12][C:13]([CH3:35])=[C:14]([C:27]=1[C:28]1[CH:29]=[CH:30][C:31]([CH3:34])=[CH:32][CH:33]=1)[C:15]([O:17][CH2:18][C:19]1[CH:20]=[CH:21][C:22]([C:25]#[N:26])=[CH:23][CH:24]=1)=[O:16]. The yield is 0.990. (4) The reactants are [Br:1][C:2]1[CH:7]=[C:6]([N+:8]([O-:10])=[O:9])[CH:5]=[CH:4][C:3]=1[C:11]([CH3:16])([CH3:15])[CH2:12][CH2:13][NH2:14].[C:17](Cl)(=[O:19])[CH3:18].C(N(CC)CC)C. The catalyst is C(Cl)Cl. The product is [Br:1][C:2]1[CH:7]=[C:6]([N+:8]([O-:10])=[O:9])[CH:5]=[CH:4][C:3]=1[C:11]([CH3:16])([CH3:15])[CH2:12][CH2:13][NH:14][C:17](=[O:19])[CH3:18]. The yield is 0.710. (5) The reactants are [Cl:1][C:2]1[N:7]=[C:6]([CH3:8])[N:5]=[C:4]([NH:9][C:10]([NH:12]C(=O)OCC)=[S:11])[CH:3]=1.[OH-].[Na+]. No catalyst specified. The product is [Cl:1][C:2]1[N:7]=[C:6]([CH3:8])[N:5]=[C:4]([NH:9][C:10]([NH2:12])=[S:11])[CH:3]=1. The yield is 0.910. (6) The reactants are C(O)(C(F)(F)F)=O.[CH3:8][N:9]([CH:11]([C:15]1[CH:20]=[CH:19][C:18]([F:21])=[CH:17][CH:16]=1)[C:12]([OH:14])=O)[CH3:10].[CH3:22][O:23][C:24]1[C:25]([C:37]#[N:38])=[CH:26][C:27]2[C:32]([C:33]=1[CH2:34][NH:35][CH3:36])=[CH:31][CH:30]=[CH:29][CH:28]=2.C1C=CC2N(O)N=NC=2C=1.Cl.CN(C)CCCN=C=NCC.C(C(C(C)C)([NH-])C)(C)C. The catalyst is C(Cl)Cl. The product is [C:37]([C:25]1[C:24]([O:23][CH3:22])=[C:33]([CH2:34][N:35]([CH3:36])[C:12](=[O:14])[CH:11]([N:9]([CH3:8])[CH3:10])[C:15]2[CH:20]=[CH:19][C:18]([F:21])=[CH:17][CH:16]=2)[C:32]2[C:27]([CH:26]=1)=[CH:28][CH:29]=[CH:30][CH:31]=2)#[N:38]. The yield is 0.640. (7) The reactants are [NH2:1][C:2]1[N:7]=[CH:6][N:5]=[C:4]2[N:8]([CH:14]([C:16]3[C:17]([O:32][CH3:33])=[C:18]([CH:24]4[CH2:27][N:26]([CH2:28][C@@H:29]([OH:31])[CH3:30])[CH2:25]4)[C:19]([F:23])=[C:20](Cl)[CH:21]=3)[CH3:15])[N:9]=[C:10]([CH:11]([F:13])[F:12])[C:3]=12.[CH3:34][N:35]1CCCC1=O. The catalyst is [Zn].CC(C)([P](C(C)(C)C)([Pd][P](C(C)(C)C)(C(C)(C)C)C(C)(C)C)C(C)(C)C)C.[C-]#N.[Zn+2].[C-]#N. The product is [NH2:1][C:2]1[N:7]=[CH:6][N:5]=[C:4]2[N:8]([CH:14]([C:16]3[C:17]([O:32][CH3:33])=[C:18]([CH:24]4[CH2:27][N:26]([CH2:28][C@@H:29]([OH:31])[CH3:30])[CH2:25]4)[C:19]([F:23])=[C:20]([CH:21]=3)[C:34]#[N:35])[CH3:15])[N:9]=[C:10]([CH:11]([F:13])[F:12])[C:3]=12. The yield is 0.112. (8) The reactants are [CH2:1]([O:8][C:9]1[CH:10]=[N:11][CH:12]=[C:13]([CH:18]=1)[C:14](OC)=[O:15])[C:2]1[CH:7]=[CH:6][CH:5]=[CH:4][CH:3]=1.[H-].[H-].[H-].[H-].[Li+].[Al+3]. The catalyst is C1COCC1. The product is [CH2:1]([O:8][C:9]1[CH:18]=[C:13]([CH2:14][OH:15])[CH:12]=[N:11][CH:10]=1)[C:2]1[CH:3]=[CH:4][CH:5]=[CH:6][CH:7]=1. The yield is 0.780.